From a dataset of Reaction yield outcomes from USPTO patents with 853,638 reactions. Predict the reaction yield, written as a fraction of the theoretical maximum amount of product (1.0 means a 100% yield; for example, 0.34 means a 34% yield). (1) The reactants are Cl.C(O)C.[Cl:5][C:6]1[CH:11]=[CH:10][C:9]([S:12]([CH:15]([C:27]2[CH:32]=[C:31]([F:33])[CH:30]=[CH:29][C:28]=2[F:34])[CH2:16][CH2:17][CH2:18][NH:19]C(=O)OC(C)(C)C)(=[O:14])=[O:13])=[CH:8][CH:7]=1. The catalyst is C(O)C.C(OCC)(=O)C. The product is [ClH:5].[Cl:5][C:6]1[CH:7]=[CH:8][C:9]([S:12]([CH:15]([C:27]2[CH:32]=[C:31]([F:33])[CH:30]=[CH:29][C:28]=2[F:34])[CH2:16][CH2:17][CH2:18][NH2:19])(=[O:14])=[O:13])=[CH:10][CH:11]=1. The yield is 0.880. (2) No catalyst specified. The reactants are [NH2:1][CH:2]1[CH2:7][CH2:6][N:5]([CH2:8][CH:9]([C:12]2[C:21]3[C:16](=[CH:17][CH:18]=[C:19]([O:22][CH3:23])[N:20]=3)[N:15]=[CH:14][C:13]=2[Cl:24])[CH2:10][OH:11])[CH2:4][CH2:3]1.[O:25]=[C:26]1[NH:31][C:30]2[N:32]=[C:33]([CH:36]=O)[CH:34]=[CH:35][C:29]=2[S:28][CH2:27]1. The yield is 0.600. The product is [ClH:24].[ClH:24].[Cl:24][C:13]1[CH:14]=[N:15][C:16]2[C:21]([C:12]=1[CH:9]([CH2:10][OH:11])[CH2:8][N:5]1[CH2:4][CH2:3][CH:2]([NH:1][CH2:36][C:33]3[CH:34]=[CH:35][C:29]4[S:28][CH2:27][C:26](=[O:25])[NH:31][C:30]=4[N:32]=3)[CH2:7][CH2:6]1)=[N:20][C:19]([O:22][CH3:23])=[CH:18][CH:17]=2. (3) The reactants are [CH2:1]1[C@@H:5]2[CH2:6][N:7]([C:9]([O:11][CH2:12][C:13]3[CH:18]=[C:17]([Cl:19])[CH:16]=[C:15]([Cl:20])[CH:14]=3)=[O:10])[CH2:8][C@@H:4]2[CH2:3][N:2]1C(OC(C)(C)C)=O.Cl. The catalyst is CC(O)C. The product is [ClH:19].[CH2:6]1[C@@H:5]2[CH2:1][NH:2][CH2:3][C@@H:4]2[CH2:8][N:7]1[C:9]([O:11][CH2:12][C:13]1[CH:18]=[C:17]([Cl:19])[CH:16]=[C:15]([Cl:20])[CH:14]=1)=[O:10]. The yield is 0.910. (4) The yield is 0.320. The product is [Cl:13][C:14]1[N:23]=[CH:22][C:21]2[N:20]([CH2:9][C:8]3[CH:11]=[CH:12][C:5]([S:2]([CH3:1])(=[O:4])=[O:3])=[CH:6][CH:7]=3)[CH2:19][C@@H:18]3[CH2:24][O:25][CH2:26][CH2:27][N:17]3[C:16]=2[N:15]=1. The catalyst is CS(C)=O.CCOC(C)=O.O. The reactants are [CH3:1][S:2]([C:5]1[CH:12]=[CH:11][C:8]([CH2:9]Br)=[CH:7][CH:6]=1)(=[O:4])=[O:3].[Cl:13][C:14]1[N:23]=[CH:22][C:21]2[NH:20][CH2:19][C@@H:18]3[CH2:24][O:25][CH2:26][CH2:27][N:17]3[C:16]=2[N:15]=1.CC(C)([O-])C.[K+]. (5) The reactants are [CH3:1][O:2][C:3]1[CH:4]=[C:5]2[C:9](=[CH:10][C:11]=1[C:12]([F:15])([F:14])[F:13])[NH:8][CH:7]=[CH:6]2.C([BH3-])#N.[Na+]. The catalyst is C(O)(=O)C. The product is [CH3:1][O:2][C:3]1[CH:4]=[C:5]2[C:9](=[CH:10][C:11]=1[C:12]([F:15])([F:13])[F:14])[NH:8][CH2:7][CH2:6]2. The yield is 0.990. (6) The reactants are [NH2:1][C:2]1[C:11]([C:12]2[CH:17]=[CH:16][C:15]([C:18]([N:20]3[CH2:25][CH2:24][O:23][CH2:22][CH2:21]3)=[O:19])=[CH:14][CH:13]=2)=[N:10][C:9]([Br:26])=[CH:8][C:3]=1[C:4]([O:6][CH3:7])=[O:5].N([O-])=O.[Na+].[N-:31]=[N+:32]=[N-].[Na+].C(OCC)C. The product is [N:1]([C:2]1[C:11]([C:12]2[CH:13]=[CH:14][C:15]([C:18]([N:20]3[CH2:21][CH2:22][O:23][CH2:24][CH2:25]3)=[O:19])=[CH:16][CH:17]=2)=[N:10][C:9]([Br:26])=[CH:8][C:3]=1[C:4]([O:6][CH3:7])=[O:5])=[N+:31]=[N-:32]. The yield is 0.720. The catalyst is FC(F)(F)C(O)=O.